This data is from Reaction yield outcomes from USPTO patents with 853,638 reactions. The task is: Predict the reaction yield, written as a fraction of the theoretical maximum amount of product (1.0 means a 100% yield; for example, 0.34 means a 34% yield). The reactants are C[O:2][C:3](=O)[C:4]1[CH:9]=[C:8]([Cl:10])[CH:7]=[CH:6][C:5]=1[NH:11]C(OCC1C=CC=CC=1)=O.O.[NH2:24][NH2:25]. The catalyst is C(O)C. The product is [NH2:11][C:5]1[CH:6]=[CH:7][C:8]([Cl:10])=[CH:9][C:4]=1[C:3]([NH:24][NH2:25])=[O:2]. The yield is 0.920.